This data is from Forward reaction prediction with 1.9M reactions from USPTO patents (1976-2016). The task is: Predict the product of the given reaction. (1) Given the reactants Cl[C:2]1[C:3]([C:16]2[CH:21]=[CH:20][CH:19]=[CH:18][CH:17]=2)=[N:4][C:5]2[C:10]([N:11]=1)=[CH:9][C:8]([C:12]([O:14][CH3:15])=[O:13])=[CH:7][CH:6]=2.[Br:22][C:23]1[CH:28]=[CH:27][CH:26]=[CH:25][C:24]=1[CH2:29][CH2:30][CH2:31][NH2:32].C(=O)([O-])[O-].[K+].[K+], predict the reaction product. The product is: [Br:22][C:23]1[CH:28]=[CH:27][CH:26]=[CH:25][C:24]=1[CH2:29][CH2:30][CH2:31][NH:32][C:2]1[C:3]([C:16]2[CH:21]=[CH:20][CH:19]=[CH:18][CH:17]=2)=[N:4][C:5]2[C:10]([N:11]=1)=[CH:9][C:8]([C:12]([O:14][CH3:15])=[O:13])=[CH:7][CH:6]=2. (2) Given the reactants [OH:1][C:2]1[CH:3]=[C:4]([CH:8]=[C:9]([N:11]([CH2:16][CH2:17][N:18]2[CH2:23][CH2:22][O:21][CH2:20][CH2:19]2)[S:12]([CH3:15])(=[O:14])=[O:13])[CH:10]=1)[C:5]([OH:7])=[O:6].[C:24](Cl)(=[O:26])[CH3:25], predict the reaction product. The product is: [C:24]([O:1][C:2]1[CH:3]=[C:4]([CH:8]=[C:9]([N:11]([CH2:16][CH2:17][N:18]2[CH2:19][CH2:20][O:21][CH2:22][CH2:23]2)[S:12]([CH3:15])(=[O:14])=[O:13])[CH:10]=1)[C:5]([OH:7])=[O:6])(=[O:26])[CH3:25]. (3) Given the reactants [Cl:1][C:2]1[C:3]([C:10]([OH:12])=O)=[N:4][CH:5]=[C:6]([C:8]#[N:9])[CH:7]=1.C(Cl)(=O)C([Cl:16])=O.CN(C)C=O, predict the reaction product. The product is: [Cl:1][C:2]1[C:3]([C:10]([Cl:16])=[O:12])=[N:4][CH:5]=[C:6]([C:8]#[N:9])[CH:7]=1. (4) The product is: [NH2:8][CH:9]([CH3:17])[C:10]([CH3:16])([CH3:15])[C:11]([O:13][CH3:14])=[O:12]. Given the reactants C([NH:8][CH:9]([CH3:17])[C:10]([CH3:16])([CH3:15])[C:11]([O:13][CH3:14])=[O:12])C1C=CC=CC=1, predict the reaction product. (5) Given the reactants [CH3:1][N:2]([CH2:13][C:14]1[CH:19]=[CH:18][C:17]([CH:20]2[C:25]3=[N:26][NH:27][C:28](=[O:33])[C:29]4[CH:30]=[CH:31][CH:32]=[C:23]([C:24]=43)[NH:22][CH:21]2[C:34]2[CH:39]=[CH:38][CH:37]=[CH:36][CH:35]=2)=[CH:16][CH:15]=1)[C:3](=O)OCC1C=CC=CC=1, predict the reaction product. The product is: [CH3:1][NH:2][CH2:13][C:14]1[CH:15]=[CH:16][C:17]([CH:20]2[C:25]3=[N:26][NH:27][C:28](=[O:33])[C:29]4[CH:30]=[CH:31][CH:32]=[C:23]([C:24]=43)[NH:22][CH:21]2[C:34]2[CH:39]=[CH:38][CH:37]=[CH:36][CH:35]=2)=[CH:18][CH:19]=1.[CH3:3][N:2]([CH2:13][C:14]1[CH:15]=[CH:16][C:17]([CH:20]2[C:25]3=[N:26][NH:27][C:28](=[O:33])[C:29]4[CH:30]=[CH:31][CH:32]=[C:23]([C:24]=43)[NH:22][CH:21]2[C:34]2[CH:39]=[CH:38][CH:37]=[CH:36][CH:35]=2)=[CH:18][CH:19]=1)[CH3:1]. (6) Given the reactants [NH2:1][C:2]1[CH:3]=[N:4][CH:5]=[C:6]([CH:10]=1)[C:7]([OH:9])=[O:8].O=S(Cl)Cl.[CH3:15]O, predict the reaction product. The product is: [CH3:15][O:8][C:7](=[O:9])[C:6]1[CH:10]=[C:2]([NH2:1])[CH:3]=[N:4][CH:5]=1.